From a dataset of HIV replication inhibition screening data with 41,000+ compounds from the AIDS Antiviral Screen. Binary Classification. Given a drug SMILES string, predict its activity (active/inactive) in a high-throughput screening assay against a specified biological target. (1) The compound is CCOC(=O)C(C#N)=NNc1ccc(-n2c(C)nc3ccc(Br)cc3c2=O)cc1. The result is 0 (inactive). (2) The drug is CCOC(=O)c1nc(SC)n(C)c1C(=O)OCC. The result is 0 (inactive). (3) The result is 1 (active). The drug is Cc1cc(S(=O)(=O)Nc2nc3cccnc3[nH]2)c(S)cc1Cl.